Dataset: Reaction yield outcomes from USPTO patents with 853,638 reactions. Task: Predict the reaction yield, written as a fraction of the theoretical maximum amount of product (1.0 means a 100% yield; for example, 0.34 means a 34% yield). (1) The reactants are [N:1]1[CH:6]=[CH:5][CH:4]=[CH:3][C:2]=1[C:7]1[O:8][C:9]2[CH2:15][CH2:14][CH2:13][NH:12][CH2:11][C:10]=2[N:16]=1.Br[C:18]1[CH:19]=[C:20]([CH:23]=[C:24]([F:26])[CH:25]=1)[C:21]#[N:22].C([O-])([O-])=O.[Cs+].[Cs+].CC1(C)C2C(=C(P(C3C=CC=CC=3)C3C=CC=CC=3)C=CC=2)OC2C(P(C3C=CC=CC=3)C3C=CC=CC=3)=CC=CC1=2. The catalyst is C1(C)C=CC=CC=1.CC([O-])=O.CC([O-])=O.[Pd+2]. The product is [F:26][C:24]1[CH:23]=[C:20]([CH:19]=[C:18]([N:12]2[CH2:13][CH2:14][CH2:15][C:9]3[O:8][C:7]([C:2]4[CH:3]=[CH:4][CH:5]=[CH:6][N:1]=4)=[N:16][C:10]=3[CH2:11]2)[CH:25]=1)[C:21]#[N:22]. The yield is 0.250. (2) The reactants are [CH2:1]([NH:3][C:4]1[C:9]([CH:10]=O)=[CH:8][N:7]=[C:6]([S:12][CH3:13])[N:5]=1)[CH3:2].C(O[C:17](=[O:29])[CH2:18][C:19]1[CH:24]=[C:23]([O:25][CH3:26])[CH:22]=[C:21]([O:27][CH3:28])[CH:20]=1)C.N12CCCN=C1CCCCC2.II. The catalyst is C(OCC)(=O)C.CCCCCCC. The product is [CH3:13][S:12][C:6]1[N:7]=[CH:8][C:9]2[CH:10]=[C:18]([C:19]3[CH:20]=[C:21]([O:27][CH3:28])[CH:22]=[C:23]([O:25][CH3:26])[CH:24]=3)[C:17](=[O:29])[N:3]([CH2:1][CH3:2])[C:4]=2[N:5]=1. The yield is 0.570. (3) The reactants are [NH2:1][C:2]1[CH:3]=[C:4]([NH:8][C:9](=[O:18])[O:10][CH2:11][C:12]2[CH:17]=[CH:16][CH:15]=[CH:14][CH:13]=2)[CH:5]=[CH:6][CH:7]=1.F[B-](F)(F)F.F[B-](F)(F)F.CN([CH:32]=[C:33]([CH2:38][NH+](C)C)[CH2:34][NH+](C)C)C.C([OH:44])C. No catalyst specified. The product is [CH:38]([C:33]1[CH:32]=[N:1][C:2]2[C:7]([CH:34]=1)=[CH:6][CH:5]=[C:4]([NH:8][C:9](=[O:18])[O:10][CH2:11][C:12]1[CH:13]=[CH:14][CH:15]=[CH:16][CH:17]=1)[CH:3]=2)=[O:44]. The yield is 0.990. (4) The reactants are [CH3:1][C:2]1[N:7]=[C:6]([SH:8])[N:5]=[C:4]([OH:9])[CH:3]=1.C(N(CC)CC)C.Br[CH2:18][C:19]1[C:20]([Cl:26])=[C:21]([OH:25])[CH:22]=[CH:23][CH:24]=1. The catalyst is C(O)C. The product is [Cl:26][C:20]1[C:21]([OH:25])=[CH:22][CH:23]=[CH:24][C:19]=1[CH2:18][S:8][C:6]1[N:5]=[C:4]([OH:9])[CH:3]=[C:2]([CH3:1])[N:7]=1. The yield is 0.370. (5) The reactants are [C:1]([CH2:3][C:4]([NH2:6])=[O:5])#[N:2].[F:7][CH:8]([C:12](=O)[CH3:13])[C:9](=O)[CH3:10].N1CCCCC1. The catalyst is CCO. The product is [F:7][C:8]1[C:12]([CH3:13])=[C:3]([C:1]#[N:2])[C:4](=[O:5])[NH:6][C:9]=1[CH3:10]. The yield is 0.580.